From a dataset of Reaction yield outcomes from USPTO patents with 853,638 reactions. Predict the reaction yield, written as a fraction of the theoretical maximum amount of product (1.0 means a 100% yield; for example, 0.34 means a 34% yield). (1) The reactants are [F:1][C:2]([F:27])([F:26])[C:3]1[CH:4]=[C:5](Br)[CH:6]=[C:7]2[C:11]=1[C:10](=[O:12])[N:9]([CH2:13][C:14]1[CH:19]=[CH:18][C:17]([O:20][C:21]([F:24])([F:23])[F:22])=[CH:16][CH:15]=1)[CH2:8]2.C[O-].[Na+].CO.[C:33](OCC)(=[O:35])C. The catalyst is CO.CCCCCC. The product is [F:1][C:2]([F:27])([F:26])[C:3]1[CH:4]=[C:5]([O:35][CH3:33])[CH:6]=[C:7]2[C:11]=1[C:10](=[O:12])[N:9]([CH2:13][C:14]1[CH:19]=[CH:18][C:17]([O:20][C:21]([F:24])([F:23])[F:22])=[CH:16][CH:15]=1)[CH2:8]2. The yield is 0.700. (2) The reactants are C(OC([NH:8][C:9]1([C@@H:12]2[CH2:16][CH2:15][NH:14][CH2:13]2)[CH2:11][CH2:10]1)=O)(C)(C)C.C(N(CC)CC)C.F[C:25]1[C:34]([O:35][CH3:36])=[C:33]2[C:28]([C:29](=[O:44])[C:30]([C:41]([OH:43])=[O:42])=[CH:31][N:32]2[C@@H:37]2[CH2:39][C@@H:38]2[F:40])=[CH:27][CH:26]=1. The catalyst is CS(C)=O. The product is [NH2:8][C:9]1([C@@H:12]2[CH2:16][CH2:15][N:14]([C:25]3[C:34]([O:35][CH3:36])=[C:33]4[C:28]([C:29](=[O:44])[C:30]([C:41]([OH:43])=[O:42])=[CH:31][N:32]4[C@@H:37]4[CH2:39][C@@H:38]4[F:40])=[CH:27][CH:26]=3)[CH2:13]2)[CH2:10][CH2:11]1. The yield is 0.600. (3) The reactants are [F:1][C:2]1[CH:7]=[CH:6][C:5]([S:8](Cl)(=[O:10])=[O:9])=[CH:4][CH:3]=1.Cl.[NH:13]1[CH2:16][CH2:15][CH2:14]1.C(=O)([O-])[O-].[K+].[K+]. The catalyst is O. The product is [F:1][C:2]1[CH:7]=[CH:6][C:5]([S:8]([N:13]2[CH2:16][CH2:15][CH2:14]2)(=[O:10])=[O:9])=[CH:4][CH:3]=1. The yield is 0.820.